Dataset: Full USPTO retrosynthesis dataset with 1.9M reactions from patents (1976-2016). Task: Predict the reactants needed to synthesize the given product. (1) Given the product [C:10]([N:1]([O:26][CH2:19][C:20]1[CH:25]=[CH:24][CH:23]=[CH:22][CH:21]=1)[C@@H:2]([C:7]([OH:9])=[O:8])[CH2:3][CH2:4][S:5][CH3:6])([OH:13])=[O:11], predict the reactants needed to synthesize it. The reactants are: [NH2:1][C@@H:2]([C:7]([OH:9])=[O:8])[CH2:3][CH2:4][S:5][CH3:6].[C:10]([O-:13])([O-])=[O:11].[Na+].[Na+].C([CH:19]([O:26]Cl)[C:20]1[CH:25]=[CH:24][CH:23]=[CH:22][CH:21]=1)(O)=O.Cl. (2) Given the product [N:27]1([CH2:26][CH2:25][C:22]2[N:20]3[CH:21]=[C:16]([O:12][C@H:5]4[C:6]5[C:11](=[CH:10][CH:9]=[CH:8][CH:7]=5)[C@@H:2]([NH2:1])[CH2:3][CH2:4]4)[CH:17]=[CH:18][C:19]3=[N:24][N:23]=2)[CH2:31][CH2:30][CH2:29][CH2:28]1, predict the reactants needed to synthesize it. The reactants are: [NH2:1][C@@H:2]1[C:11]2[C:6](=[CH:7][CH:8]=[CH:9][CH:10]=2)[C@H:5]([OH:12])[CH2:4][CH2:3]1.[H-].[Na+].F[C:16]1[CH:17]=[CH:18][C:19]2[N:20]([C:22]([CH2:25][CH2:26][N:27]3[CH2:31][CH2:30][CH2:29][CH2:28]3)=[N:23][N:24]=2)[CH:21]=1. (3) Given the product [OH:8][C:9]1[CH:14]=[CH:13][C:12]([C@@H:15]([NH:28][C:29](=[O:38])[C@H:30]([C:32]2[CH:33]=[CH:34][CH:35]=[CH:36][CH:37]=2)[CH3:31])[C@H:16]2[CH2:20][CH2:19][CH2:18][N:17]2[C:21]([O:23][C:24]([CH3:27])([CH3:26])[CH3:25])=[O:22])=[CH:11][CH:10]=1, predict the reactants needed to synthesize it. The reactants are: C([O:8][C:9]1[CH:14]=[CH:13][C:12]([C@@H:15]([NH:28][C:29](=[O:38])[C@H:30]([C:32]2[CH:37]=[CH:36][CH:35]=[CH:34][CH:33]=2)[CH3:31])[C@H:16]2[CH2:20][CH2:19][CH2:18][N:17]2[C:21]([O:23][C:24]([CH3:27])([CH3:26])[CH3:25])=[O:22])=[CH:11][CH:10]=1)C1C=CC=CC=1.[H][H].